From a dataset of Full USPTO retrosynthesis dataset with 1.9M reactions from patents (1976-2016). Predict the reactants needed to synthesize the given product. (1) Given the product [S:8]1[CH:9]=[CH:10][C:6]2[CH:5]=[CH:4][CH:3]=[C:2]([C:14]3[CH:13]=[C:12]([F:11])[CH:17]=[CH:16][C:15]=3[OH:21])[C:7]1=2, predict the reactants needed to synthesize it. The reactants are: Br[C:2]1[C:7]2[S:8][CH:9]=[CH:10][C:6]=2[CH:5]=[CH:4][CH:3]=1.[F:11][C:12]1[CH:13]=[CH:14][C:15]([OH:21])=[C:16](B(O)O)[CH:17]=1.C(=O)([O-])[O-].[Na+].[Na+]. (2) The reactants are: [F:1][C:2]1[CH:3]=[C:4]([C:8]2[CH:9]=[CH:10][C:11]3[N:12]=[CH:13][N:14]=[C:15]([NH2:18])[C:16]=3[N:17]=2)[CH:5]=[CH:6][CH:7]=1.[H-].[Na+].Br[CH:22]1[CH2:25][CH2:24][CH2:23]1. Given the product [CH:22]1([NH:18][C:15]2[C:16]3[N:17]=[C:8]([C:4]4[CH:5]=[CH:6][CH:7]=[C:2]([F:1])[CH:3]=4)[CH:9]=[CH:10][C:11]=3[N:12]=[CH:13][N:14]=2)[CH2:25][CH2:24][CH2:23]1.[CH:25]1([CH2:22][NH:18][C:15]2[C:16]3[N:17]=[C:8]([C:4]4[CH:5]=[CH:6][CH:7]=[C:2]([F:1])[CH:3]=4)[CH:9]=[CH:10][C:11]=3[N:12]=[CH:13][N:14]=2)[CH2:23][CH2:24]1, predict the reactants needed to synthesize it. (3) Given the product [C:25]([C:21]1[CH:20]=[C:19]2[C:24](=[CH:23][CH:22]=1)[N:16]([CH2:15][CH:12]1[CH2:13][CH2:14][N:9]([C:7]([C:1]3[CH:2]=[CH:3][CH:4]=[CH:5][CH:6]=3)=[O:8])[CH2:10][CH2:11]1)[CH:17]=[CH:18]2)#[CH:26], predict the reactants needed to synthesize it. The reactants are: [C:1]1([C:7]([N:9]2[CH2:14][CH2:13][CH:12]([CH2:15][N:16]3[C:24]4[C:19](=[CH:20][C:21]([C:25]#[C:26][Si](C)(C)C)=[CH:22][CH:23]=4)[CH:18]=[CH:17]3)[CH2:11][CH2:10]2)=[O:8])[CH:6]=[CH:5][CH:4]=[CH:3][CH:2]=1.C(=O)([O-])[O-].[K+].[K+].C(OCC)(=O)C.O. (4) The reactants are: [C:1]1([CH:7]([C:27]2[CH:32]=[CH:31][CH:30]=[CH:29][CH:28]=2)[C:8]2[CH:9]=[CH:10][C:11](=[O:26])[N:12]([CH2:14][CH2:15][NH:16][C:17](=[O:25])[C:18]3[CH:23]=[CH:22][CH:21]=[C:20]([OH:24])[CH:19]=3)[CH:13]=2)[CH:6]=[CH:5][CH:4]=[CH:3][CH:2]=1.C([O-])([O-])=O.[K+].[K+].Br[CH2:40][C:41]([O:43][CH2:44][CH3:45])=[O:42]. Given the product [C:1]1([CH:7]([C:27]2[CH:28]=[CH:29][CH:30]=[CH:31][CH:32]=2)[C:8]2[CH:9]=[CH:10][C:11](=[O:26])[N:12]([CH2:14][CH2:15][NH:16][C:17]([C:18]3[CH:19]=[C:20]([CH:21]=[CH:22][CH:23]=3)[O:24][CH2:40][C:41]([O:43][CH2:44][CH3:45])=[O:42])=[O:25])[CH:13]=2)[CH:6]=[CH:5][CH:4]=[CH:3][CH:2]=1, predict the reactants needed to synthesize it. (5) Given the product [CH3:1][C@:2]1([NH:20][C:21](=[O:27])[O:22][C:23]([CH3:26])([CH3:25])[CH3:24])[CH2:6][CH2:5][N:4]([C@@H:7]([C:12]2[CH:17]=[CH:16][C:15]3[N:14]([C:43]([C:39]4[CH:38]=[CH:37][C:36]5[C:41](=[CH:42][C:33]([O:32][CH2:31][CH2:30][O:29][CH3:28])=[CH:34][CH:35]=5)[N:40]=4)=[N:19][N:18]=3)[CH:13]=2)[C:8]([F:9])([F:10])[F:11])[CH2:3]1, predict the reactants needed to synthesize it. The reactants are: [CH3:1][C@:2]1([NH:20][C:21](=[O:27])[O:22][C:23]([CH3:26])([CH3:25])[CH3:24])[CH2:6][CH2:5][N:4]([C@@H:7]([C:12]2[CH:13]=[N:14][C:15]([NH:18][NH2:19])=[CH:16][CH:17]=2)[C:8]([F:11])([F:10])[F:9])[CH2:3]1.[CH3:28][O:29][CH2:30][CH2:31][O:32][C:33]1[CH:42]=[C:41]2[C:36]([CH:37]=[CH:38][C:39]([CH:43]=O)=[N:40]2)=[CH:35][CH:34]=1.C(O)(=O)C.C(O)(=O)C.I(C1C=CC=CC=1)=O.